The task is: Predict the product of the given reaction.. This data is from Forward reaction prediction with 1.9M reactions from USPTO patents (1976-2016). (1) Given the reactants [Cl:1][C:2]1[CH:3]=[C:4]([C:9]2([C:24]([F:27])([F:26])[F:25])[O:13][N:12]=[C:11]([C:14]3[CH:22]=[CH:21][C:17]([C:18]([OH:20])=O)=[C:16]([CH3:23])[CH:15]=3)[CH2:10]2)[CH:5]=[C:6]([Cl:8])[CH:7]=1.CCN(C(C)C)C(C)C.CN(C(ON1N=NC2C=CC=NC1=2)=[N+](C)C)C.F[P-](F)(F)(F)(F)F.Cl.[NH2:62][CH2:63][C:64]1[CH:65]=[CH:66][C:67]2[C:71]([CH2:74][CH3:75])([CH2:72][CH3:73])[O:70][B:69]([OH:76])[C:68]=2[CH:77]=1, predict the reaction product. The product is: [Cl:1][C:2]1[CH:3]=[C:4]([C:9]2([C:24]([F:26])([F:25])[F:27])[O:13][N:12]=[C:11]([C:14]3[CH:22]=[CH:21][C:17]([C:18]([NH:62][CH2:63][C:64]4[CH:65]=[CH:66][C:67]5[C:71]([CH2:72][CH3:73])([CH2:74][CH3:75])[O:70][B:69]([OH:76])[C:68]=5[CH:77]=4)=[O:20])=[C:16]([CH3:23])[CH:15]=3)[CH2:10]2)[CH:5]=[C:6]([Cl:8])[CH:7]=1. (2) Given the reactants [CH3:1][C:2]1[CH:6]=[C:5]([C:7]([OH:9])=O)[N:4]([CH2:10][C:11]([F:14])([F:13])[F:12])[N:3]=1.O1CCCC1.C(Cl)(=O)C(Cl)=O.[NH2:26][C:27]1[CH:28]=[C:29]([CH:46]=[CH:47][C:48]=1[F:49])[O:30][C:31]1[CH:32]=[CH:33][C:34]2[N:35]([N:37]=[C:38]([NH:40][C:41]([CH:43]3[CH2:45][CH2:44]3)=[O:42])[N:39]=2)[CH:36]=1, predict the reaction product. The product is: [CH:43]1([C:41]([NH:40][C:38]2[N:39]=[C:34]3[CH:33]=[CH:32][C:31]([O:30][C:29]4[CH:46]=[CH:47][C:48]([F:49])=[C:27]([NH:26][C:7]([C:5]5[N:4]([CH2:10][C:11]([F:14])([F:13])[F:12])[N:3]=[C:2]([CH3:1])[CH:6]=5)=[O:9])[CH:28]=4)=[CH:36][N:35]3[N:37]=2)=[O:42])[CH2:44][CH2:45]1. (3) Given the reactants [CH3:1][O:2][C:3]1[N:11]=[C:10]([O:12][CH3:13])[CH:9]=[CH:8][C:4]=1[C:5]([OH:7])=O.[CH:14]1([CH2:17][N:18]2[C:26]3[N:25]=[C:24]([CH2:27][C:28]4[CH:33]=[CH:32][C:31]([NH:34][CH3:35])=[CH:30][CH:29]=4)[NH:23][C:22]=3[C:21](=[O:36])[N:20]([CH2:37][C:38]3[CH:43]=[CH:42][CH:41]=[CH:40][C:39]=3[F:44])[C:19]2=[O:45])[CH2:16][CH2:15]1, predict the reaction product. The product is: [CH:14]1([CH2:17][N:18]2[C:26]3[N:25]=[C:24]([CH2:27][C:28]4[CH:29]=[CH:30][C:31]([N:34]([CH3:35])[C:5](=[O:7])[C:4]5[CH:8]=[CH:9][C:10]([O:12][CH3:13])=[N:11][C:3]=5[O:2][CH3:1])=[CH:32][CH:33]=4)[NH:23][C:22]=3[C:21](=[O:36])[N:20]([CH2:37][C:38]3[CH:43]=[CH:42][CH:41]=[CH:40][C:39]=3[F:44])[C:19]2=[O:45])[CH2:16][CH2:15]1. (4) Given the reactants [C:1]([CH2:3][NH:4][C:5]([C:7]1([NH2:13])[CH2:12][CH2:11][CH2:10][CH2:9][CH2:8]1)=[O:6])#[N:2].Cl.[CH3:15][O:16][CH2:17][CH2:18][N:19]1[CH2:24][CH2:23][CH:22]([C:25]2[CH:33]=[CH:32][C:28]([C:29](O)=[O:30])=[CH:27][CH:26]=2)[CH2:21][CH2:20]1.C1C=CC2N(O)N=NC=2C=1.C(N(CC)CC)C, predict the reaction product. The product is: [C:1]([CH2:3][NH:4][C:5]([C:7]1([NH:13][C:29](=[O:30])[C:28]2[CH:27]=[CH:26][C:25]([CH:22]3[CH2:21][CH2:20][N:19]([CH2:18][CH2:17][O:16][CH3:15])[CH2:24][CH2:23]3)=[CH:33][CH:32]=2)[CH2:12][CH2:11][CH2:10][CH2:9][CH2:8]1)=[O:6])#[N:2]. (5) Given the reactants [CH3:1][O:2][C:3]1[CH:4]=[CH:5][C:6]2[N:7]([N:9]=[C:10]([C:23]3[CH:28]=[CH:27][C:26]([O:29][CH3:30])=[CH:25][CH:24]=3)[C:11]=2[CH2:12][C:13]2[N:18]=[C:17]([C:19]([O:21]C)=[O:20])[CH:16]=[CH:15][CH:14]=2)[CH:8]=1.[OH-].[Na+].Cl, predict the reaction product. The product is: [CH3:1][O:2][C:3]1[CH:4]=[CH:5][C:6]2[N:7]([N:9]=[C:10]([C:23]3[CH:24]=[CH:25][C:26]([O:29][CH3:30])=[CH:27][CH:28]=3)[C:11]=2[CH2:12][C:13]2[N:18]=[C:17]([C:19]([OH:21])=[O:20])[CH:16]=[CH:15][CH:14]=2)[CH:8]=1.